This data is from Reaction yield outcomes from USPTO patents with 853,638 reactions. The task is: Predict the reaction yield, written as a fraction of the theoretical maximum amount of product (1.0 means a 100% yield; for example, 0.34 means a 34% yield). The reactants are C(OC([N:8]1[CH2:12][CH:11]([O:13][C:14](=[O:19])[C:15]([CH3:18])([CH3:17])[CH3:16])[CH2:10][N:9]1[C:20]([O:22][CH2:23][C:24]1[CH:29]=[CH:28][CH:27]=[CH:26][CH:25]=1)=[O:21])=O)(C)(C)C.S(Cl)(Cl)=O.Cl. The catalyst is CO. The product is [CH2:23]([O:22][C:20]([N:9]1[CH2:10][CH:11]([O:13][C:14](=[O:19])[C:15]([CH3:17])([CH3:16])[CH3:18])[CH2:12][NH:8]1)=[O:21])[C:24]1[CH:29]=[CH:28][CH:27]=[CH:26][CH:25]=1. The yield is 0.980.